From a dataset of Experimentally validated miRNA-target interactions with 360,000+ pairs, plus equal number of negative samples. Binary Classification. Given a miRNA mature sequence and a target amino acid sequence, predict their likelihood of interaction. (1) The miRNA is hsa-miR-5687 with sequence UUAGAACGUUUUAGGGUCAAAU. Result: 0 (no interaction). The protein sequence of the target gene is MYAFVRFLEDNVCYALPVSCVRDFSPRSRLDFDNQKVYAVYRGPEELGAGPESPPRAPRDWGALLLHKAQILALAEDKSDLENSVMQKKIKIPKLSLNHVEEDGEVKDYGEEDLQLRHIKRPEGRKPSEVAHKSIEAVVARLEKQNGLSLGHSTCPEEVFVEASPGTEDMDSLEDAVVPRALYEELLRNYQQQQEEMRHLQQELERTRRQLVQQAKKLKEYGALVSEMKELRDLNRRLQDVLLLRLGSGPAIDLEKVKSECLEPEPELRSTFSEEANTSSYYPAPAPVMDKYILDNGKVH.... (2) The miRNA is hsa-miR-550a-3-5p with sequence AGUGCCUGAGGGAGUAAGAG. The protein sequence of the target gene is MAAVEAETGLLTLESLPTDPLLLILSFVDYRDLINCCYVSRRLSQLSTHDPLWRRHCKKYWLISEEEKAGKSQCWRSLFIETYSDVGRYIDHYAAIKKAWRDLKKYLEPRCPRMVLSLKEGAREEDLDAVEAQIGCKLPDDYRCSYRIHNGQKLVVPGLLGSMALSNHYRSEDLLDVDTAAGGFQQRQGLKYCLPLTFCIHTGLSQYIAVEAAEGRNKNEVFYQCPDQMARNPAAIDMFIIGATFTDWFTSYVNNVVSGGFPIIRDQIFRYIHDPECVATTGDITVSVSTSFLPELSSVH.... Result: 0 (no interaction).